This data is from Full USPTO retrosynthesis dataset with 1.9M reactions from patents (1976-2016). The task is: Predict the reactants needed to synthesize the given product. Given the product [CH2:1]([O:3][C:4]1[CH:5]=[C:6]([NH:13][NH2:14])[N:7]=[N:8][C:9]=1[O:10][CH2:11][CH3:12])[CH3:2], predict the reactants needed to synthesize it. The reactants are: [CH2:1]([O:3][C:4]1[CH:5]=[C:6]([NH:13][N+:14]([O-])=O)[N:7]=[N:8][C:9]=1[O:10][CH2:11][CH3:12])[CH3:2].